From a dataset of Catalyst prediction with 721,799 reactions and 888 catalyst types from USPTO. Predict which catalyst facilitates the given reaction. (1) Reactant: [CH2:1]([O:8][C:9]([NH:11][C@H:12]([C:16]([OH:18])=[O:17])[CH2:13][CH2:14][OH:15])=[O:10])[C:2]1[CH:7]=[CH:6][CH:5]=[CH:4][CH:3]=1.[C:19]([O-])(=[O:21])[CH3:20].[Na+].C(Cl)(=O)C. Product: [CH2:1]([O:8][C:9]([NH:11][C@H:12]([C:16]([OH:18])=[O:17])[CH2:13][CH2:14][O:15][C:19](=[O:21])[CH3:20])=[O:10])[C:2]1[CH:3]=[CH:4][CH:5]=[CH:6][CH:7]=1. The catalyst class is: 15. (2) Product: [N:15]1([C:4]2[C:5]3[O:10][C:9]4[N:11]=[CH:12][CH:13]=[CH:14][C:8]=4[C:6]=3[N:7]=[C:2]([C:25]3[CH:26]=[CH:27][N:28]=[C:29]4[NH:21][CH:22]=[CH:23][C:24]=34)[N:3]=2)[CH2:20][CH2:19][O:18][CH2:17][CH2:16]1. Reactant: Cl[C:2]1[N:3]=[C:4]([N:15]2[CH2:20][CH2:19][O:18][CH2:17][CH2:16]2)[C:5]2[O:10][C:9]3[N:11]=[CH:12][CH:13]=[CH:14][C:8]=3[C:6]=2[N:7]=1.[NH:21]1[C:29]2[N:28]=[CH:27][CH:26]=[C:25](B3OC(C)(C)C(C)(C)O3)[C:24]=2[CH:23]=[CH:22]1.C(=O)([O-])O.[Na+].C(O)C. The catalyst class is: 226. (3) Reactant: Cl[Si](C)(C)[CH3:3].[NH:6]1[CH:10]=[CH:9][CH:8]=[C:7]1[C:11]([OH:13])=[O:12]. Product: [CH3:3][O:12][C:11]([C:7]1[NH:6][CH:10]=[CH:9][CH:8]=1)=[O:13]. The catalyst class is: 5. (4) Reactant: [Cl-].O[NH3+:3].[C:4](=[O:7])([O-])[OH:5].[Na+].CS(C)=O.[NH:13]1[C:21]2[C:16](=[CH:17][C:18]([C:22]3[C:27](=[O:28])[N:26]([CH2:29][C:30]4[CH:35]=[CH:34][C:33]([C:36]5[C:37]([C:42]#[N:43])=[CH:38][CH:39]=[CH:40][CH:41]=5)=[CH:32][CH:31]=4)[C:25]([CH2:44][CH2:45][CH3:46])=[N:24][C:23]=3[CH3:47])=[CH:19][CH:20]=2)[CH:15]=[CH:14]1. Product: [NH:13]1[C:21]2[C:16](=[CH:17][C:18]([C:22]3[C:27](=[O:28])[N:26]([CH2:29][C:30]4[CH:35]=[CH:34][C:33]([C:36]5[CH:41]=[CH:40][CH:39]=[CH:38][C:37]=5[C:42]5[NH:3][C:4](=[O:7])[O:5][N:43]=5)=[CH:32][CH:31]=4)[C:25]([CH2:44][CH2:45][CH3:46])=[N:24][C:23]=3[CH3:47])=[CH:19][CH:20]=2)[CH:15]=[CH:14]1. The catalyst class is: 13. (5) Reactant: [Cl:1][C:2]1[CH:7]=[CH:6][CH:5]=[CH:4][C:3]=1[CH:8]([C:33]1[CH:38]=[CH:37][C:36]([C:39]([F:42])([F:41])[F:40])=[CH:35][CH:34]=1)[O:9][C:10]1[CH:18]=[CH:17][C:16]([NH:19][C:20]([NH:22][C:23]2[CH:28]=[CH:27][C:26]([O:29][CH3:30])=[C:25]([O:31][CH3:32])[CH:24]=2)=[O:21])=[CH:15][C:11]=1[C:12]([O-:14])=O.ON1C2C=CC=CC=2N=N1.[C:53]([NH2:57])([CH3:56])([CH3:55])[CH3:54].Cl.CN(C)CCCN=C=NCC. Product: [C:53]([NH:57][C:12](=[O:14])[C:11]1[CH:15]=[C:16]([NH:19][C:20]([NH:22][C:23]2[CH:28]=[CH:27][C:26]([O:29][CH3:30])=[C:25]([O:31][CH3:32])[CH:24]=2)=[O:21])[CH:17]=[CH:18][C:10]=1[O:9][CH:8]([C:3]1[CH:4]=[CH:5][CH:6]=[CH:7][C:2]=1[Cl:1])[C:33]1[CH:38]=[CH:37][C:36]([C:39]([F:40])([F:42])[F:41])=[CH:35][CH:34]=1)([CH3:56])([CH3:55])[CH3:54]. The catalyst class is: 136. (6) Reactant: [CH2:1]([O:3][C:4]1[CH:5]=[C:6]([CH:25]=[C:26]([O:29][CH2:30][CH3:31])[C:27]=1[F:28])[CH2:7][N:8]1[CH2:13][CH2:12][CH:11]([NH:14][C:15]2[O:16][C:17]3[C:18](=[C:20]([NH2:24])[CH:21]=[CH:22][CH:23]=3)[N:19]=2)[CH2:10][CH2:9]1)[CH3:2].[NH:32]1[C:36]([CH2:37][C:38](O)=[O:39])=[N:35][N:34]=[N:33]1.C(N(C(C)C)C(C)C)C.O=C1N(P(Cl)(N2CCOC2=O)=O)CCO1. Product: [CH2:1]([O:3][C:4]1[CH:5]=[C:6]([CH:25]=[C:26]([O:29][CH2:30][CH3:31])[C:27]=1[F:28])[CH2:7][N:8]1[CH2:13][CH2:12][CH:11]([NH:14][C:15]2[O:16][C:17]3[CH:23]=[CH:22][CH:21]=[C:20]([NH:24][C:38](=[O:39])[CH2:37][C:36]4[NH:35][N:34]=[N:33][N:32]=4)[C:18]=3[N:19]=2)[CH2:10][CH2:9]1)[CH3:2]. The catalyst class is: 2. (7) Reactant: [NH2:1][C:2]1[CH:7]=[CH:6][C:5]([C:8]2[CH:13]=[CH:12][C:11]([S:14]([N:17]3[CH:21]([C:22]([OH:24])=[O:23])[CH2:20][CH:19]4[CH2:25][CH2:26][CH2:27][CH:18]34)(=[O:16])=[O:15])=[CH:10][CH:9]=2)=[CH:4][CH:3]=1.[C:28]1([N:34]=[C:35]=[O:36])[CH:33]=[CH:32][CH:31]=[CH:30][CH:29]=1. Product: [C:28]1([NH:34][C:35](=[O:36])[NH:1][C:2]2[CH:7]=[CH:6][C:5]([C:8]3[CH:9]=[CH:10][C:11]([S:14]([N:17]4[CH:21]([C:22]([OH:24])=[O:23])[CH2:20][CH:19]5[CH2:25][CH2:26][CH2:27][CH:18]45)(=[O:16])=[O:15])=[CH:12][CH:13]=3)=[CH:4][CH:3]=2)[CH:33]=[CH:32][CH:31]=[CH:30][CH:29]=1. The catalyst class is: 3. (8) The catalyst class is: 770. Reactant: CO.[N+:3]([C:6]1[CH:15]=[C:14]([C:16]2[CH:21]=[CH:20][CH:19]=[CH:18][CH:17]=2)[CH:13]=[CH:12][C:7]=1[C:8]([O:10][CH3:11])=[O:9])([O-])=O. Product: [NH2:3][C:6]1[CH:15]=[C:14]([C:16]2[CH:21]=[CH:20][CH:19]=[CH:18][CH:17]=2)[CH:13]=[CH:12][C:7]=1[C:8]([O:10][CH3:11])=[O:9]. (9) Reactant: [F:1][C:2]1[CH:10]=[C:9]2[C:5]([C:6]([C:20]3[CH:21]=[C:22]4[C:26](=[CH:27][CH:28]=3)[NH:25][N:24]=[CH:23]4)=[CH:7][N:8]2[S:11]([C:14]2[CH:19]=[CH:18][CH:17]=[CH:16][CH:15]=2)(=[O:13])=[O:12])=[CH:4][CH:3]=1.C([O-])([O-])=O.[Cs+].[Cs+].CS(O[CH:40]1[CH2:45][CH2:44][N:43]([C:46]([O:48][C:49]([CH3:52])([CH3:51])[CH3:50])=[O:47])[CH2:42][CH2:41]1)(=O)=O. Product: [F:1][C:2]1[CH:10]=[C:9]2[C:5]([C:6]([C:20]3[CH:21]=[C:22]4[C:26](=[CH:27][CH:28]=3)[N:25]([CH:40]3[CH2:45][CH2:44][N:43]([C:46]([O:48][C:49]([CH3:52])([CH3:51])[CH3:50])=[O:47])[CH2:42][CH2:41]3)[N:24]=[CH:23]4)=[CH:7][N:8]2[S:11]([C:14]2[CH:15]=[CH:16][CH:17]=[CH:18][CH:19]=2)(=[O:13])=[O:12])=[CH:4][CH:3]=1. The catalyst class is: 3.